From a dataset of Experimentally validated miRNA-target interactions with 360,000+ pairs, plus equal number of negative samples. Binary Classification. Given a miRNA mature sequence and a target amino acid sequence, predict their likelihood of interaction. (1) The miRNA is mmu-miR-669o-5p with sequence UAGUUGUGUGUGCAUGUUUAUGU. The protein sequence of the target gene is MADLTLCAFLTKVLCAHGGRMFLQDLRGHVELSEAKLRAVLRRAGPERFLLQEVELRDGPWDAEAEVAAGEGAGAGSGGGATACRVMAVSSARLCARYQRGECQGCDQLHLCRRHMLGKCPHRDCWSTCSLSHDIHTPINVQVLKSRGLFGLNEGQLRILLLQNDPCLFPEVCQMYNKGVDVLYGYCSLKDRCNKFHVCKSFVRGECPFQPCKRSHQLIHAATLKLLEDQELSVSSVVNFQIISVYRHKKLHKMLEEKDHSASTEQPQGLGKQGALGAVEARPFLPARAQSPRKPQ. Result: 0 (no interaction). (2) The miRNA is hsa-miR-6732-5p with sequence UAGGGGGUGGCAGGCUGGCC. The protein sequence of the target gene is MAVLLMRLMLQTTKLDHNLIGRCLQRHAVKPDPAQLSLSASTPKLLYLTSAKGFSTAGDPQGERKQKRRDAFSNTGRKISERIIRVLDEKGMDLGMMHRADVIRLMNKQDLRLVQRNTSSEPPEYQLMTGEQIHQERLKLREQEKAKPKTGPTMTKELVFSSNIGQHDLDTKSKQIQQWIEKKYHVQVTIKRRKDAEQSEEETEEIFNQILQTMPDIATFSSRPKAIRGGTASMCVFRHLSKKEEKAYRESQESQRRDTLSKDDDGNSKESDVVCQ. Result: 0 (no interaction). (3) The miRNA is hsa-miR-4777-3p with sequence AUACCUCAUCUAGAAUGCUGUA. The protein sequence of the target gene is MGVQGFQDYIEKHCPSAVVPVELQKLARGSLVGGGRQRPPQTPLRLLVDADNCLHRLYGGFYTDWVSGGQWNHMLGYLAALAKACFGGNIELFVFFNGALEKARLHEWVKRQGNERQTAQQIVSHVQNKGTPPPKVWFLPPVCMAHCIRLALIRFHVKVAQSIEDHHQEVIGFCRENGFHGLVAYDSDYALCNIPYYFSAHALKLSRNGKSLTTSQYLMHEVAKQLDLNPNRFPIFAALLGNHILPDEDLASFHWSLLGPEHPLASLKVRAHQLVLPPCDVVIKAVADYVRNIQDTSDLD.... Result: 0 (no interaction).